This data is from Full USPTO retrosynthesis dataset with 1.9M reactions from patents (1976-2016). The task is: Predict the reactants needed to synthesize the given product. (1) Given the product [CH3:14][C:12]1[CH2:11][N:8]2[CH:9]=[CH:10][C:5]3[C:6]([C:2]([CH3:3])=[CH:1][N:4]=3)=[C:7]2[N:13]=1, predict the reactants needed to synthesize it. The reactants are: [CH2:1]([NH:4][C:5]1[CH:10]=[CH:9][N:8]2[CH:11]=[C:12]([CH3:14])[N:13]=[C:7]2[C:6]=1I)[CH:2]=[CH2:3].CCN(CC)CC. (2) Given the product [Cl:1][C:2]1[CH:10]=[C:9]2[C:5]([C:6]([C:21](=[O:23])[CH3:22])=[CH:7][N:8]2[C:11]2[CH:16]=[CH:15][C:14]([N+:17]([O-:19])=[O:18])=[CH:13][C:12]=2[Cl:20])=[CH:4][CH:3]=1, predict the reactants needed to synthesize it. The reactants are: [Cl:1][C:2]1[CH:10]=[C:9]2[C:5]([CH:6]=[CH:7][N:8]2[C:11]2[CH:16]=[CH:15][C:14]([N+:17]([O-:19])=[O:18])=[CH:13][C:12]=2[Cl:20])=[CH:4][CH:3]=1.[C:21](OC(=O)C)(=[O:23])[CH3:22].[O-]S(C(F)(F)F)(=O)=O.[Yb+3].[O-]S(C(F)(F)F)(=O)=O.[O-]S(C(F)(F)F)(=O)=O.[Cl-].[NH4+]. (3) The reactants are: [C:1]1([C:7]2[O:11][N:10]=[C:9]([C:12]3[O:16][N:15]=[C:14]4[C:17]5[C:22]([CH2:23][CH2:24][C:13]=34)=[CH:21][C:20]([CH:25]=[CH2:26])=[CH:19][CH:18]=5)[C:8]=2[C:27]([F:30])([F:29])[F:28])[CH:6]=[CH:5][CH:4]=[CH:3][CH:2]=1.ClC1C=C(C=CC=1)C(OO)=[O:36].S([O-])([O-])=O.[Na+].[Na+]. Given the product [O:36]1[CH2:26][CH:25]1[C:20]1[CH:21]=[C:22]2[C:17](=[CH:18][CH:19]=1)[C:14]1=[N:15][O:16][C:12]([C:9]3[C:8]([C:27]([F:29])([F:30])[F:28])=[C:7]([C:1]4[CH:2]=[CH:3][CH:4]=[CH:5][CH:6]=4)[O:11][N:10]=3)=[C:13]1[CH2:24][CH2:23]2, predict the reactants needed to synthesize it. (4) Given the product [Cl:22][C:23]1[CH:28]=[CH:27][C:26]([N:29]2[CH:4]([C:5]3[CH:18]=[CH:17][C:8]([NH2:9])=[C:7]([CH3:19])[CH:6]=3)[CH2:3][C:2]([CH3:20])=[N:30]2)=[CH:25][CH:24]=1, predict the reactants needed to synthesize it. The reactants are: O=[C:2]([CH3:20])[CH:3]=[CH:4][C:5]1[CH:18]=[CH:17][C:8]([NH:9]C(=O)OC(C)(C)C)=[C:7]([CH3:19])[CH:6]=1.Cl.[Cl:22][C:23]1[CH:28]=[CH:27][C:26]([NH:29][NH2:30])=[CH:25][CH:24]=1.O.C1(C)C=CC(S(O)(=O)=O)=CC=1.C(=O)([O-])O.[Na+]. (5) Given the product [Cl:1][C:2]1[CH:3]=[C:4]([CH:9]2[CH2:13][N:12]([C:33]([C:29]3[CH:28]=[C:27]([CH3:26])[N:32]=[N:31][CH:30]=3)=[O:34])[CH2:11][CH:10]2[N:14]([CH3:25])[C:15](=[O:24])[CH2:16][C:17]2[CH:18]=[CH:19][C:20]([F:23])=[CH:21][CH:22]=2)[CH:5]=[CH:6][C:7]=1[Cl:8], predict the reactants needed to synthesize it. The reactants are: [Cl:1][C:2]1[CH:3]=[C:4]([CH:9]2[CH2:13][NH:12][CH2:11][CH:10]2[N:14]([CH3:25])[C:15](=[O:24])[CH2:16][C:17]2[CH:22]=[CH:21][C:20]([F:23])=[CH:19][CH:18]=2)[CH:5]=[CH:6][C:7]=1[Cl:8].[CH3:26][C:27]1[N:32]=[N:31][CH:30]=[C:29]([C:33](O)=[O:34])[CH:28]=1.